This data is from NCI-60 drug combinations with 297,098 pairs across 59 cell lines. The task is: Regression. Given two drug SMILES strings and cell line genomic features, predict the synergy score measuring deviation from expected non-interaction effect. (1) Drug 1: CC1=C(N=C(N=C1N)C(CC(=O)N)NCC(C(=O)N)N)C(=O)NC(C(C2=CN=CN2)OC3C(C(C(C(O3)CO)O)O)OC4C(C(C(C(O4)CO)O)OC(=O)N)O)C(=O)NC(C)C(C(C)C(=O)NC(C(C)O)C(=O)NCCC5=NC(=CS5)C6=NC(=CS6)C(=O)NCCC[S+](C)C)O. Synergy scores: CSS=5.20, Synergy_ZIP=-2.39, Synergy_Bliss=-1.47, Synergy_Loewe=-1.81, Synergy_HSA=-1.91. Cell line: UACC-257. Drug 2: C#CCC(CC1=CN=C2C(=N1)C(=NC(=N2)N)N)C3=CC=C(C=C3)C(=O)NC(CCC(=O)O)C(=O)O. (2) Drug 1: C1=CC(=CC=C1C#N)C(C2=CC=C(C=C2)C#N)N3C=NC=N3. Drug 2: CC1=C2C(C(=O)C3(C(CC4C(C3C(C(C2(C)C)(CC1OC(=O)C(C(C5=CC=CC=C5)NC(=O)OC(C)(C)C)O)O)OC(=O)C6=CC=CC=C6)(CO4)OC(=O)C)O)C)O. Cell line: HCT-15. Synergy scores: CSS=2.42, Synergy_ZIP=0.757, Synergy_Bliss=-0.142, Synergy_Loewe=-1.89, Synergy_HSA=-2.25.